From a dataset of Forward reaction prediction with 1.9M reactions from USPTO patents (1976-2016). Predict the product of the given reaction. (1) Given the reactants [C:1]([O:5][C:6]([N:8]1[CH2:17][C:12]2([CH2:16][CH2:15][CH2:14][CH2:13]2)[NH:11][CH2:10][C:9]1(C)[CH3:18])=[O:7])([CH3:4])([CH3:3])[CH3:2].NCC(N)C.OC1(C#N)CCCC1, predict the reaction product. The product is: [C:1]([O:5][C:6]([N:8]1[CH2:17][C:12]2([CH2:16][CH2:15][CH2:14][CH2:13]2)[NH:11][CH2:10][CH:9]1[CH3:18])=[O:7])([CH3:4])([CH3:2])[CH3:3]. (2) Given the reactants [C:1]12([CH2:11][C:12]([NH:14][C:15]3[C:16]4[CH2:24][CH2:23][NH:22][CH2:21][C:17]=4[N:18]=[CH:19][N:20]=3)=[O:13])[CH2:10][CH:5]3[CH2:6][CH:7]([CH2:9][CH:3]([CH2:4]3)[CH2:2]1)[CH2:8]2.Br[CH2:26][CH2:27][CH2:28][OH:29].CCN(C(C)C)C(C)C, predict the reaction product. The product is: [C:1]12([CH2:11][C:12]([NH:14][C:15]3[C:16]4[CH2:24][CH2:23][N:22]([CH2:26][CH2:27][CH2:28][OH:29])[CH2:21][C:17]=4[N:18]=[CH:19][N:20]=3)=[O:13])[CH2:2][CH:3]3[CH2:4][CH:5]([CH2:6][CH:7]([CH2:9]3)[CH2:8]1)[CH2:10]2. (3) Given the reactants [Cl:1][C:2]1[CH:3]=[CH:4][C:5]([CH3:8])=[N:6][CH:7]=1.[Br:9]N1C(=O)CCC1=O.N(C(C)(C)C#N)=NC(C)(C)C#N, predict the reaction product. The product is: [Br:9][CH2:8][C:5]1[CH:4]=[CH:3][C:2]([Cl:1])=[CH:7][N:6]=1. (4) Given the reactants [C:1]([C:3]1[CH:4]=[C:5]([CH:9]2[O:13][CH2:12][CH2:11][O:10]2)[CH:6]=[CH:7][CH:8]=1)#[CH:2].[F:14][CH:15]([F:24])[O:16][C:17]1[CH:22]=[CH:21][C:20](I)=[CH:19][CH:18]=1, predict the reaction product. The product is: [F:14][CH:15]([F:24])[O:16][C:17]1[CH:22]=[CH:21][C:20]([C:2]#[C:1][C:3]2[CH:4]=[C:5]([CH:9]3[O:10][CH2:11][CH2:12][O:13]3)[CH:6]=[CH:7][CH:8]=2)=[CH:19][CH:18]=1. (5) The product is: [Br:7][CH2:8][CH2:9][CH2:10][CH2:11][CH2:12][CH2:13][CH2:14][O:15][CH:6]1[CH2:5][CH2:4][CH2:3][CH2:2][O:1]1. Given the reactants [O:1]1[CH:6]=[CH:5][CH2:4][CH2:3][CH2:2]1.[Br:7][CH2:8][CH2:9][CH2:10][CH2:11][CH2:12][CH2:13][CH2:14][OH:15].CC1C=CC(S(O)(=O)=O)=CC=1, predict the reaction product. (6) Given the reactants [Br:1][C:2]1[CH:7]=[CH:6][C:5]([C:8]2[NH:12][C:11]([C@:13]3([CH3:35])[CH2:17][CH2:16][CH2:15][N:14]3C(OCC3C4C=CC=CC=4C4C3=CC=CC=4)=O)=[N:10][CH:9]=2)=[CH:4][CH:3]=1.N1CCCCC1, predict the reaction product. The product is: [Br:1][C:2]1[CH:3]=[CH:4][C:5]([C:8]2[NH:12][C:11]([C@:13]3([CH3:35])[CH2:17][CH2:16][CH2:15][NH:14]3)=[N:10][CH:9]=2)=[CH:6][CH:7]=1. (7) Given the reactants [O:1]1[CH:5]=[CH:4][CH:3]=[C:2]1[C:6]1[N:21]=[C:9]2[C:10]([NH2:20])=[N:11][C:12]([N:14]3[CH2:19][CH2:18][NH:17][CH2:16][CH2:15]3)=[CH:13][N:8]2[N:7]=1.[Cl:22][C:23]1[N:27]([CH3:28])[N:26]=[C:25]([C:29]([F:32])([F:31])[F:30])[C:24]=1[CH:33]=O.C(O[BH-](OC(=O)C)OC(=O)C)(=O)C.[Na+].C(O)(=O)C, predict the reaction product. The product is: [Cl:22][C:23]1[N:27]([CH3:28])[N:26]=[C:25]([C:29]([F:32])([F:31])[F:30])[C:24]=1[CH2:33][N:17]1[CH2:18][CH2:19][N:14]([C:12]2[N:11]=[C:10]([NH2:20])[C:9]3[N:8]([N:7]=[C:6]([C:2]4[O:1][CH:5]=[CH:4][CH:3]=4)[N:21]=3)[CH:13]=2)[CH2:15][CH2:16]1. (8) Given the reactants [CH3:1][O:2][C:3]([C:5]1[NH:6][CH:7]=[C:8]([I:10])[CH:9]=1)=[O:4].C(N(CC)CC)C.[C:18]1([CH3:28])[CH:23]=[CH:22][C:21]([S:24](Cl)(=[O:26])=[O:25])=[CH:20][CH:19]=1, predict the reaction product. The product is: [CH3:1][O:2][C:3]([C:5]1[N:6]([S:24]([C:21]2[CH:22]=[CH:23][C:18]([CH3:28])=[CH:19][CH:20]=2)(=[O:26])=[O:25])[CH:7]=[C:8]([I:10])[CH:9]=1)=[O:4]. (9) Given the reactants [Si]([O:8][CH2:9][C@@H:10]([NH:19][C:20](=[O:26])[O:21][C:22]([CH3:25])([CH3:24])[CH3:23])[C:11](=[O:18])[C:12]1[CH:17]=[CH:16][CH:15]=[CH:14][CH:13]=1)(C(C)(C)C)(C)C.C1COCC1.O.[Na+].[Cl-].C([O-])(O)=O.[Na+], predict the reaction product. The product is: [OH:8][CH2:9][C@@H:10]([NH:19][C:20](=[O:26])[O:21][C:22]([CH3:24])([CH3:23])[CH3:25])[C:11](=[O:18])[C:12]1[CH:17]=[CH:16][CH:15]=[CH:14][CH:13]=1.